From a dataset of Reaction yield outcomes from USPTO patents with 853,638 reactions. Predict the reaction yield, written as a fraction of the theoretical maximum amount of product (1.0 means a 100% yield; for example, 0.34 means a 34% yield). The reactants are [CH3:1][O:2][C:3]1[C:4](=[O:39])[C:5]([CH3:38])=[C:6]([CH2:12][C:13]2[CH:14]=[CH:15][C:16]([O:34]C(=O)C)=[C:17]([CH:33]=2)[C:18]([NH:20][C:21]2[CH:26]=[CH:25][C:24]([N:27]3[CH2:32][CH2:31][O:30][CH2:29][CH2:28]3)=[CH:23][CH:22]=2)=[O:19])[C:7](=[O:11])[C:8]=1[O:9][CH3:10].C(=O)([O-])O.[Na+]. The catalyst is CO.O. The product is [CH3:1][O:2][C:3]1[C:4](=[O:39])[C:5]([CH3:38])=[C:6]([CH2:12][C:13]2[CH:14]=[CH:15][C:16]([OH:34])=[C:17]([CH:33]=2)[C:18]([NH:20][C:21]2[CH:22]=[CH:23][C:24]([N:27]3[CH2:28][CH2:29][O:30][CH2:31][CH2:32]3)=[CH:25][CH:26]=2)=[O:19])[C:7](=[O:11])[C:8]=1[O:9][CH3:10]. The yield is 0.680.